Dataset: Forward reaction prediction with 1.9M reactions from USPTO patents (1976-2016). Task: Predict the product of the given reaction. (1) The product is: [Br:19][CH:11]([C:12]1[CH:13]=[N:14][CH:15]=[CH:16][CH:17]=1)[C:10]([C:3]1[C:4]2[C:9](=[CH:8][CH:7]=[CH:6][CH:5]=2)[NH:1][CH:2]=1)=[O:18]. Given the reactants [NH:1]1[C:9]2[C:4](=[CH:5][CH:6]=[CH:7][CH:8]=2)[C:3]([C:10](=[O:18])[CH2:11][C:12]2[CH:13]=[N:14][CH:15]=[CH:16][CH:17]=2)=[CH:2]1.[Br-:19].[Br-].[Br-].C1([N+](C)(C)C)C=CC=CC=1.C1([N+](C)(C)C)C=CC=CC=1.C1([N+](C)(C)C)C=CC=CC=1, predict the reaction product. (2) Given the reactants [CH3:1][CH:2]([CH3:12])[C:3]([CH:5]1[CH2:10][CH2:9][CH2:8][CH2:7][C:6]1=O)=O.[NH:13]([CH2:15][C:16]1[CH:25]=[CH:24][C:19]([C:20]([O:22][CH3:23])=[O:21])=[CH:18][CH:17]=1)[NH2:14].C1(C)C=CC(S(O)(=O)=O)=CC=1, predict the reaction product. The product is: [CH3:1][CH:2]([C:3]1[C:5]2[CH2:10][CH2:9][CH2:8][CH2:7][C:6]=2[N:13]([CH2:15][C:16]2[CH:25]=[CH:24][C:19]([C:20]([O:22][CH3:23])=[O:21])=[CH:18][CH:17]=2)[N:14]=1)[CH3:12]. (3) Given the reactants [O:1]=[C:2]([N:10]1[CH2:14][CH2:13][CH2:12][C@H:11]1[C:15]([O:17]C)=[O:16])[C:3](=[O:9])[C:4]([CH3:8])([CH3:7])[CH2:5][CH3:6].[Li+].[OH-].CO.Cl, predict the reaction product. The product is: [O:1]=[C:2]([N:10]1[CH2:14][CH2:13][CH2:12][C@H:11]1[C:15]([OH:17])=[O:16])[C:3](=[O:9])[C:4]([CH3:7])([CH3:8])[CH2:5][CH3:6]. (4) Given the reactants [Br:1][C:2]1[CH:7]=[CH:6][C:5]([C:8]2[N:12]([C:13]3[CH:18]=[CH:17][C:16]([Cl:19])=[CH:15][C:14]=3[Cl:20])[N:11]=[C:10]([C:21](Cl)=[O:22])[C:9]=2[CH3:24])=[CH:4][CH:3]=1.[CH3:25][NH:26][O:27][CH3:28].N1C=CC=CC=1.O, predict the reaction product. The product is: [CH3:28][O:27][N:26]([CH3:25])[C:21]([C:10]1[C:9]([CH3:24])=[C:8]([C:5]2[CH:4]=[CH:3][C:2]([Br:1])=[CH:7][CH:6]=2)[N:12]([C:13]2[CH:18]=[CH:17][C:16]([Cl:19])=[CH:15][C:14]=2[Cl:20])[N:11]=1)=[O:22]. (5) Given the reactants C(=O)C1C=CC=CC=1.C(NCCN1C(=O)CSC1=O)(C1C=CC=CC=1)(C1C=CC=CC=1)C1C=CC=CC=1.N1CCCCC1.[NH2:44][CH2:45][CH2:46][N:47]1[C:51](=[O:52])[CH:50]([CH2:53][C:54]2[CH:59]=[CH:58][C:57](OCC)=[CH:56][CH:55]=2)[S:49][C:48]1=[O:63], predict the reaction product. The product is: [NH2:44][CH2:45][CH2:46][N:47]1[C:51](=[O:52])/[C:50](=[CH:53]/[C:54]2[CH:59]=[CH:58][CH:57]=[CH:56][CH:55]=2)/[S:49][C:48]1=[O:63]. (6) Given the reactants [Cl:1][C:2]1[CH:3]=[C:4]([CH:8]=[CH:9][N:10]=1)[C:5]([OH:7])=[O:6].C(OC(O[C:14]([CH3:17])([CH3:16])[CH3:15])=O)(O[C:14]([CH3:17])([CH3:16])[CH3:15])=O, predict the reaction product. The product is: [Cl:1][C:2]1[CH:3]=[C:4]([CH:8]=[CH:9][N:10]=1)[C:5]([O:7][C:14]([CH3:17])([CH3:16])[CH3:15])=[O:6]. (7) Given the reactants [Cl:1][C:2]1[N:3]=[CH:4][NH:5][C:6]=1[Cl:7].[OH-].[K+].[Br:10][CH2:11][C:12]([OH:14])=[O:13].Br[CH2:16][C:17]1[CH:26]=[CH:25][C:24]2[C:19](=[CH:20][CH:21]=[CH:22][CH:23]=2)[CH:18]=1.Br, predict the reaction product. The product is: [Br-:10].[C:12]([CH2:11][N:3]1[C:2]([Cl:1])=[C:6]([Cl:7])[N+:5]([CH2:16][C:17]2[CH:26]=[CH:25][C:24]3[C:19](=[CH:20][CH:21]=[CH:22][CH:23]=3)[CH:18]=2)=[CH:4]1)([OH:14])=[O:13]. (8) Given the reactants [O:1]([CH2:9][CH2:10][C:11]#[CH:12])[Si:2]([C:5]([CH3:8])([CH3:7])[CH3:6])([CH3:4])[CH3:3].Br[C:14]1[CH:23]=[CH:22][C:17]([C:18]([O:20][CH3:21])=[O:19])=[C:16]([O:24][CH3:25])[CH:15]=1.C(N(CC)CC)C, predict the reaction product. The product is: [Si:2]([O:1][CH2:9][CH2:10][C:11]#[C:12][C:14]1[CH:23]=[CH:22][C:17]([C:18]([O:20][CH3:21])=[O:19])=[C:16]([O:24][CH3:25])[CH:15]=1)([C:5]([CH3:6])([CH3:7])[CH3:8])([CH3:3])[CH3:4]. (9) Given the reactants [CH2:1]([O:5][C:6]1[N:14]=[C:13]2[C:9]([N:10]=[C:11]([O:25]C)[N:12]2[CH2:15][CH2:16][CH2:17][CH2:18][CH:19]2[CH2:24][CH2:23][NH:22][CH2:21][CH2:20]2)=[C:8]([NH2:27])[N:7]=1)[CH2:2][CH2:3][CH3:4].I[CH:29]1[CH2:34][CH2:33][CH2:32][CH2:31][CH2:30]1, predict the reaction product. The product is: [NH2:27][C:8]1[N:7]=[C:6]([O:5][CH2:1][CH2:2][CH2:3][CH3:4])[N:14]=[C:13]2[C:9]=1[NH:10][C:11](=[O:25])[N:12]2[CH2:15][CH2:16][CH2:17][CH2:18][CH:19]1[CH2:24][CH2:23][N:22]([CH:29]2[CH2:34][CH2:33][CH2:32][CH2:31][CH2:30]2)[CH2:21][CH2:20]1.